From a dataset of Full USPTO retrosynthesis dataset with 1.9M reactions from patents (1976-2016). Predict the reactants needed to synthesize the given product. (1) Given the product [Br:8][C:9]1[CH:10]=[C:11]2[C:16]([NH:17][CH:18]3[CH2:23][CH2:22][N:21]([C:31]4[N:36]=[N:35][C:34]([C:37]#[N:38])=[CH:33][CH:32]=4)[CH2:20][C:19]3([CH3:25])[CH3:24])=[C:15]([C:26]([NH2:28])=[O:27])[CH:14]=[N:13][N:12]2[CH:29]=1, predict the reactants needed to synthesize it. The reactants are: OC(C(F)(F)F)=O.[Br:8][C:9]1[CH:10]=[C:11]2[C:16]([NH:17][CH:18]3[CH2:23][CH2:22][NH:21][CH2:20][C:19]3([CH3:25])[CH3:24])=[C:15]([C:26]([NH2:28])=[O:27])[CH:14]=[N:13][N:12]2[CH:29]=1.Cl[C:31]1[N:36]=[N:35][C:34]([C:37]#[N:38])=[CH:33][CH:32]=1.C(N(CC)C(C)C)(C)C. (2) Given the product [F:56][C:57]1[CH:58]=[CH:62][CH:61]=[C:53]2[C:65]=1[CH2:55][N:51]([C:49]([O:27][C@H:25]1[CH2:24][N:21]3[C:22](=[O:23])[C@@H:8]([NH:7][C:6]([O:5][C:1]([CH3:3])([CH3:4])[CH3:2])=[O:43])[C@H:9]([CH2:41][CH3:42])[CH2:10][CH:11]([CH3:40])[CH2:12][CH2:13][CH:14]=[CH:15][C@@H:16]4[CH2:29][C@@:17]4([C:30](=[O:39])[NH:31][S:32]([C:35]4([CH3:38])[CH2:36][CH2:37]4)(=[O:33])=[O:34])[NH:18][C:19](=[O:28])[C@@H:20]3[CH2:26]1)=[O:50])[CH2:52]2, predict the reactants needed to synthesize it. The reactants are: [C:1]([O:5][C:6](=[O:43])[NH:7][C@@H:8]1[C:22](=[O:23])[N:21]2[CH2:24][C@H:25]([OH:27])[CH2:26][C@H:20]2[C:19](=[O:28])[NH:18][C@:17]2([C:30](=[O:39])[NH:31][S:32]([C:35]3([CH3:38])[CH2:37][CH2:36]3)(=[O:34])=[O:33])[CH2:29][C@H:16]2[CH:15]=[CH:14][CH2:13][CH2:12][CH:11]([CH3:40])[CH2:10][C@H:9]1[CH2:41][CH3:42])([CH3:4])([CH3:3])[CH3:2].C1N=CN([C:49]([N:51]2[CH:55]=N[CH:53]=[CH:52]2)=[O:50])C=1.[F:56][C:57]1[CH:65]=CC=[C:62]2[C:58]=1CN[CH2:61]2. (3) Given the product [OH:8][C:9]1[CH:14]=[C:13]([CH3:15])[C:12]([C:16]2[C:24](=[O:25])[CH:23]3[CH:18]([CH:19]4[CH2:27][CH2:26][CH:22]3[CH2:21][CH2:20]4)[C:17]=2[O:28][C:29](=[O:34])[C:30]([CH3:31])([CH3:32])[CH3:33])=[C:11]([CH3:35])[CH:10]=1, predict the reactants needed to synthesize it. The reactants are: C([O:8][C:9]1[CH:14]=[C:13]([CH3:15])[C:12]([C:16]2[C:24](=[O:25])[CH:23]3[CH:18]([CH:19]4[CH2:27][CH2:26][CH:22]3[CH2:21][CH2:20]4)[C:17]=2[O:28][C:29](=[O:34])[C:30]([CH3:33])([CH3:32])[CH3:31])=[C:11]([CH3:35])[CH:10]=1)C1C=CC=CC=1.[H][H].